Predict the reaction yield, written as a fraction of the theoretical maximum amount of product (1.0 means a 100% yield; for example, 0.34 means a 34% yield). From a dataset of Reaction yield outcomes from USPTO patents with 853,638 reactions. (1) The reactants are [Cl:1][C:2]1[CH:3]=[C:4]([S:31]([CH3:34])(=[O:33])=[O:32])[CH:5]=[C:6]2[C:10]=1[N:9]([CH2:11][C:12]([O:14]C(C)(C)C)=[O:13])[C:8]([CH3:19])=[C:7]2[C:20]1[C:29]2[C:24](=[CH:25][CH:26]=[CH:27][CH:28]=2)[C:23]([OH:30])=[N:22][N:21]=1.[CH2:35](Br)[C:36]1[CH:41]=[CH:40][CH:39]=[CH:38][CH:37]=1.C(=O)([O-])[O-].[K+].[K+]. No catalyst specified. The product is [CH2:35]([N:22]1[C:23](=[O:30])[C:24]2[C:29](=[CH:28][CH:27]=[CH:26][CH:25]=2)[C:20]([C:7]2[C:6]3[C:10](=[C:2]([Cl:1])[CH:3]=[C:4]([S:31]([CH3:34])(=[O:33])=[O:32])[CH:5]=3)[N:9]([CH2:11][C:12]([OH:14])=[O:13])[C:8]=2[CH3:19])=[N:21]1)[C:36]1[CH:41]=[CH:40][CH:39]=[CH:38][CH:37]=1. The yield is 0.350. (2) The product is [Si:1]([O:8][CH2:9][C@@H:10]([NH:25][C:26](=[O:32])[O:27][C:28]([CH3:31])([CH3:29])[CH3:30])[C@H:11]([C:15]1[CH:20]=[CH:19][C:18]([C:21]([F:23])([F:24])[F:22])=[CH:17][CH:16]=1)[CH2:12][OH:36])([C:4]([CH3:6])([CH3:7])[CH3:5])([CH3:3])[CH3:2]. No catalyst specified. The yield is 0.970. The reactants are [Si:1]([O:8][CH2:9][C@@H:10]([NH:25][C:26](=[O:32])[O:27][C:28]([CH3:31])([CH3:30])[CH3:29])[C@H:11]([C:15]1[CH:20]=[CH:19][C:18]([C:21]([F:24])([F:23])[F:22])=[CH:17][CH:16]=1)/[CH:12]=C/C)([C:4]([CH3:7])([CH3:6])[CH3:5])([CH3:3])[CH3:2].[BH4-].[Na+].C[OH:36].C(Cl)Cl. (3) The reactants are [C:1]([N:8]1[CH2:13][CH2:12][CH2:11][CH2:10][C:9]1=O)([O:3][C:4]([CH3:7])([CH3:6])[CH3:5])=[O:2].[CH2:15]([NH2:22])[C:16]1[CH:21]=[CH:20][CH:19]=[CH:18][CH:17]=1.C(O)(=O)C.C(O[BH-](OC(=O)C)OC(=O)C)(=O)C.[Na+]. The catalyst is C1COCC1. The product is [C:4]([O:3][C:1]([N:8]1[CH2:13][CH2:12][CH:11]([NH:22][CH2:15][C:16]2[CH:21]=[CH:20][CH:19]=[CH:18][CH:17]=2)[CH2:10][CH2:9]1)=[O:2])([CH3:7])([CH3:6])[CH3:5]. The yield is 0.980. (4) The reactants are [CH3:1][O:2][C:3]1[CH:8]=[CH:7][C:6](B(O)O)=[CH:5][CH:4]=1.Br[CH2:13][CH2:14][CH2:15][CH2:16][CH2:17][CH2:18][CH2:19][CH3:20].P([O-])([O-])([O-])=O.[K+].[K+].[K+].CN1C=CN=C1CC1N(C)C=CN=1.Cl. The catalyst is C1CC=CCCC=C1.C1CC=CCCC=C1.[Ni].CN(C)C(=O)C. The product is [CH2:13]([C:6]1[CH:7]=[CH:8][C:3]([O:2][CH3:1])=[CH:4][CH:5]=1)[CH2:14][CH2:15][CH2:16][CH2:17][CH2:18][CH2:19][CH3:20]. The yield is 0.870. (5) The reactants are NC(N)=O.[Br:5][C:6]1[CH:10]=[N:9][N:8]([CH3:11])[C:7]=1[C:12]1[CH:13]=[C:14]([NH2:20])[CH:15]=[CH:16][C:17]=1[O:18][CH3:19].[Cl:21][C:22]1[CH:27]=[CH:26][C:25]([N:28]=[C:29]=[O:30])=[C:24]([C:31]([F:34])([F:33])[F:32])[CH:23]=1. The catalyst is C(Cl)Cl. The product is [Br:5][C:6]1[CH:10]=[N:9][N:8]([CH3:11])[C:7]=1[C:12]1[CH:13]=[C:14]([NH:20][C:29]([NH:28][C:25]2[CH:26]=[CH:27][C:22]([Cl:21])=[CH:23][C:24]=2[C:31]([F:33])([F:32])[F:34])=[O:30])[CH:15]=[CH:16][C:17]=1[O:18][CH3:19]. The yield is 0.600.